Dataset: NCI-60 drug combinations with 297,098 pairs across 59 cell lines. Task: Regression. Given two drug SMILES strings and cell line genomic features, predict the synergy score measuring deviation from expected non-interaction effect. Drug 1: CN1CCC(CC1)COC2=C(C=C3C(=C2)N=CN=C3NC4=C(C=C(C=C4)Br)F)OC. Drug 2: CN(C(=O)NC(C=O)C(C(C(CO)O)O)O)N=O. Cell line: SW-620. Synergy scores: CSS=18.3, Synergy_ZIP=-1.11, Synergy_Bliss=-3.09, Synergy_Loewe=-2.35, Synergy_HSA=-2.80.